Dataset: Reaction yield outcomes from USPTO patents with 853,638 reactions. Task: Predict the reaction yield, written as a fraction of the theoretical maximum amount of product (1.0 means a 100% yield; for example, 0.34 means a 34% yield). (1) The reactants are [CH3:1][C:2]1[C:6]([CH2:7][N:8]2[CH:12]=[C:11]([N:13]3[C:17](=[O:18])[CH2:16][NH:15][C:14]3=[O:19])[CH:10]=[N:9]2)=[C:5]([CH3:20])[O:4][N:3]=1.[F:21][C:22]1[CH:30]=[CH:29][C:25]([CH2:26][CH2:27]Br)=[CH:24][CH:23]=1. No catalyst specified. The product is [CH3:1][C:2]1[C:6]([CH2:7][N:8]2[CH:12]=[C:11]([N:13]3[C:17](=[O:18])[CH2:16][N:15]([CH2:27][CH2:26][C:25]4[CH:29]=[CH:30][C:22]([F:21])=[CH:23][CH:24]=4)[C:14]3=[O:19])[CH:10]=[N:9]2)=[C:5]([CH3:20])[O:4][N:3]=1. The yield is 0.340. (2) The reactants are [Cl:1][C:2]1[CH:3]=[C:4]([C:8]2[N:13]=[C:12]3[CH2:14][CH2:15][CH2:16][C:11]3=[C:10]([NH:17][C:18]3[CH:23]=[CH:22][C:21]([CH2:24][C:25]([CH3:28])([OH:27])[CH3:26])=[CH:20][CH:19]=3)[CH:9]=2)[CH:5]=[CH:6][CH:7]=1. The catalyst is O.C(#N)C.Cl. The product is [ClH:1].[Cl:1][C:2]1[CH:3]=[C:4]([C:8]2[N:13]=[C:12]3[CH2:14][CH2:15][CH2:16][C:11]3=[C:10]([NH:17][C:18]3[CH:19]=[CH:20][C:21]([CH2:24][C:25]([CH3:28])([OH:27])[CH3:26])=[CH:22][CH:23]=3)[CH:9]=2)[CH:5]=[CH:6][CH:7]=1. The yield is 0.980. (3) The reactants are [CH2:1]([O:3][C:4](=[O:32])[C:5]([CH3:31])([CH3:30])[CH2:6][C:7]1[CH:12]=[CH:11][CH:10]=[C:9]([C:13](=[O:29])[C:14]2[CH:19]=[CH:18][CH:17]=[C:16]([CH2:20][C:21]([C:24]([O:26][CH2:27][CH3:28])=[O:25])([CH3:23])[CH3:22])[CH:15]=2)[CH:8]=1)[CH3:2].[BH4-].[Na+].O.ClCCl. The catalyst is CO. The product is [CH2:1]([O:3][C:4](=[O:32])[C:5]([CH3:30])([CH3:31])[CH2:6][C:7]1[CH:12]=[CH:11][CH:10]=[C:9]([CH:13]([C:14]2[CH:19]=[CH:18][CH:17]=[C:16]([CH2:20][C:21]([C:24]([O:26][CH2:27][CH3:28])=[O:25])([CH3:23])[CH3:22])[CH:15]=2)[OH:29])[CH:8]=1)[CH3:2]. The yield is 1.00. (4) The reactants are FC(F)(F)C(O)=O.[C:8]1([C:14]2[CH:19]=[C:18]([CH:20]3[CH2:25][CH2:24][NH:23][CH2:22][CH2:21]3)[CH:17]=[CH:16][C:15]=2[NH:26][C:27]([C:29]2[NH:30][CH:31]=[C:32]([C:34]#[N:35])[N:33]=2)=[O:28])[CH2:13][CH2:12][CH2:11][CH2:10][CH:9]=1.CCN(CC)CC.Cl.[C:44](Cl)(=[O:51])[C:45]1[CH:50]=[CH:49][CH:48]=[N:47][CH:46]=1.CO. The catalyst is C(Cl)Cl.CCOC(C)=O. The product is [C:8]1([C:14]2[CH:19]=[C:18]([CH:20]3[CH2:21][CH2:22][N:23]([C:44]([C:45]4[CH:46]=[N:47][CH:48]=[CH:49][CH:50]=4)=[O:51])[CH2:24][CH2:25]3)[CH:17]=[CH:16][C:15]=2[NH:26][C:27]([C:29]2[NH:30][CH:31]=[C:32]([C:34]#[N:35])[N:33]=2)=[O:28])[CH2:13][CH2:12][CH2:11][CH2:10][CH:9]=1. The yield is 0.830. (5) The reactants are [CH2:1]([C:8]1[N:9]([CH2:20][C:21]2[CH:26]=[CH:25][C:24]([C:27]3[CH:32]=[CH:31][CH:30]=[CH:29][CH:28]=3)=[CH:23][CH:22]=2)[N:10]=[C:11]2[C:16]=1[C:15](=[O:17])[N:14]([CH3:18])[C:13](Cl)=[N:12]2)[C:2]1[CH:7]=[CH:6][CH:5]=[CH:4][CH:3]=1.[NH2:33][C:34]([CH3:38])([CH3:37])[CH2:35][OH:36]. The catalyst is CN(C=O)C. The product is [CH2:1]([C:8]1[N:9]([CH2:20][C:21]2[CH:26]=[CH:25][C:24]([C:27]3[CH:32]=[CH:31][CH:30]=[CH:29][CH:28]=3)=[CH:23][CH:22]=2)[N:10]=[C:11]2[C:16]=1[C:15](=[O:17])[N:14]([CH3:18])[C:13](=[N:33][C:34]([CH3:38])([CH3:37])[CH2:35][OH:36])[NH:12]2)[C:2]1[CH:7]=[CH:6][CH:5]=[CH:4][CH:3]=1. The yield is 0.520.